Dataset: Forward reaction prediction with 1.9M reactions from USPTO patents (1976-2016). Task: Predict the product of the given reaction. (1) Given the reactants [F:1][C:2]([F:14])([F:13])[C:3]1[CH:4]=[C:5]([C:9]([NH2:12])([CH3:11])[CH3:10])[CH:6]=[CH:7][CH:8]=1.C(=O)([O-])[O-].[K+].[K+].[Cl:21][CH2:22][C:23](Cl)=[O:24].Cl, predict the reaction product. The product is: [Cl:21][CH2:22][C:23]([NH:12][C:9]([CH3:11])([C:5]1[CH:6]=[CH:7][CH:8]=[C:3]([C:2]([F:13])([F:14])[F:1])[CH:4]=1)[CH3:10])=[O:24]. (2) Given the reactants CS([C:5]1[N:10]=[C:9]([C:11]2[CH:12]=[N:13][CH:14]=[CH:15][CH:16]=2)[C:8]([CH3:17])=[CH:7][N:6]=1)(=O)=O.[O:18]1CCOCC1, predict the reaction product. The product is: [CH3:17][C:8]1[C:9]([C:11]2[CH:12]=[N:13][CH:14]=[CH:15][CH:16]=2)=[N:10][C:5](=[O:18])[NH:6][CH:7]=1. (3) The product is: [C:2]1([CH3:12])[CH:3]=[CH:4][C:5]([S:8]([O-:11])(=[O:9])=[O:10])=[CH:6][CH:7]=1.[CH:26]1([PH+:19]([CH:13]2[CH2:14][CH2:15][CH2:16][CH2:17][CH2:18]2)[CH:20]2[CH2:25][CH2:24][CH2:23][CH2:22][CH2:21]2)[CH2:27][CH2:28][CH2:29][CH2:30][CH2:31]1. Given the reactants O.[C:2]1([CH3:12])[CH:7]=[CH:6][C:5]([S:8]([OH:11])(=[O:10])=[O:9])=[CH:4][CH:3]=1.[CH:13]1([P:19]([CH:26]2[CH2:31][CH2:30][CH2:29][CH2:28][CH2:27]2)[CH:20]2[CH2:25][CH2:24][CH2:23][CH2:22][CH2:21]2)[CH2:18][CH2:17][CH2:16][CH2:15][CH2:14]1, predict the reaction product. (4) Given the reactants [Cl:1][C:2]1[N:3]=[CH:4][N:5](COCC[Si](C)(C)C)[C:6]=1[C:7]([NH:9][CH2:10][C:11]1[CH:16]=[CH:15][C:14]([Cl:17])=[C:13]([O:18][C:19]2[CH:24]=[C:23]([CH:25]3[CH2:27][CH2:26]3)[CH:22]=[C:21]([C:28]#[N:29])[CH:20]=2)[C:12]=1[F:30])=[O:8].C(O)(C(F)(F)F)=O, predict the reaction product. The product is: [Cl:1][C:2]1[N:3]=[CH:4][NH:5][C:6]=1[C:7]([NH:9][CH2:10][C:11]1[CH:16]=[CH:15][C:14]([Cl:17])=[C:13]([O:18][C:19]2[CH:24]=[C:23]([CH:25]3[CH2:27][CH2:26]3)[CH:22]=[C:21]([C:28]#[N:29])[CH:20]=2)[C:12]=1[F:30])=[O:8]. (5) Given the reactants CN(C(ON1N=NC2C=CC=NC1=2)=[N+](C)C)C.F[P-](F)(F)(F)(F)F.C(N(CC)C(C)C)(C)C.[CH2:34]([O:41][C:42]([NH:44][C@H:45]([C:48]([OH:50])=O)[CH2:46][OH:47])=[O:43])[C:35]1[CH:40]=[CH:39][CH:38]=[CH:37][CH:36]=1.[C:51]([O:55][C:56](=[O:61])[NH:57][CH2:58][CH2:59][NH2:60])([CH3:54])([CH3:53])[CH3:52], predict the reaction product. The product is: [CH2:34]([O:41][C:42](=[O:43])[NH:44][C@@H:45]([CH2:46][OH:47])[C:48]([NH:60][CH2:59][CH2:58][NH:57][C:56]([O:55][C:51]([CH3:54])([CH3:53])[CH3:52])=[O:61])=[O:50])[C:35]1[CH:36]=[CH:37][CH:38]=[CH:39][CH:40]=1. (6) Given the reactants C(O[C:4](=[O:21])[CH2:5][C:6]([CH:8]1[CH2:13][CH2:12][N:11]([C:14]([O:16][C:17]([CH3:20])([CH3:19])[CH3:18])=[O:15])[CH2:10][CH2:9]1)=O)C.[F:22][C:23]([F:35])([F:34])[C:24]1[CH:25]=[C:26]2[C:30](=[CH:31][CH:32]=1)[NH:29][N:28]=[C:27]2[NH2:33].P([O-])([O-])([O-])=O.[K+].[K+].[K+], predict the reaction product. The product is: [O:21]=[C:4]1[CH:5]=[C:6]([CH:8]2[CH2:9][CH2:10][N:11]([C:14]([O:16][C:17]([CH3:18])([CH3:19])[CH3:20])=[O:15])[CH2:12][CH2:13]2)[N:28]2[N:29]=[C:30]3[C:26]([CH:25]=[C:24]([C:23]([F:34])([F:22])[F:35])[CH:32]=[CH:31]3)=[C:27]2[NH:33]1. (7) Given the reactants [CH2:1]([O:3][C:4]([C:6]1[C:7]([OH:22])=[C:8]2[C:14]([Cl:15])=[C:13]([Cl:16])[N:12]([CH2:17][CH2:18][CH:19]([CH3:21])[CH3:20])[C:9]2=[CH:10][N:11]=1)=[O:5])[CH3:2].[Br:23]N1C(=O)CCC1=O.C(OOC(=O)C1C=CC=CC=1)(=O)C1C=CC=CC=1, predict the reaction product. The product is: [CH2:1]([O:3][C:4]([C:6]1[C:7]([OH:22])=[C:8]2[C:14]([Cl:15])=[C:13]([Cl:16])[N:12]([CH2:17][CH2:18][CH:19]([CH3:21])[CH3:20])[C:9]2=[C:10]([Br:23])[N:11]=1)=[O:5])[CH3:2]. (8) Given the reactants [OH:1][CH2:2][C:3]1[CH:8]=[CH:7][N:6]2[C:9](=[O:20])[N:10]([CH2:12][O:13][CH2:14][CH2:15][Si:16]([CH3:19])([CH3:18])[CH3:17])[N:11]=[C:5]2[C:4]=1[O:21][CH3:22], predict the reaction product. The product is: [CH3:22][O:21][C:4]1[C:5]2[N:6]([C:9](=[O:20])[N:10]([CH2:12][O:13][CH2:14][CH2:15][Si:16]([CH3:19])([CH3:18])[CH3:17])[N:11]=2)[CH:7]=[CH:8][C:3]=1[CH:2]=[O:1]. (9) The product is: [F:37][C:34]([F:35])([F:36])[C:32]1[CH:33]=[C:28]([CH:29]=[C:30]([C:38]([F:39])([F:40])[F:41])[CH:31]=1)[CH2:27][N:20]([C:21]1[N:22]=[N:23][N:24]([CH3:26])[N:25]=1)[C@H:16]1[CH2:17][CH2:18][CH2:19][N:13]([CH2:12][C:10]2[CH:9]=[CH:8][C:7]([F:51])=[C:6]([CH:11]=2)[C:5]([OH:52])=[O:4])[C:14]2[CH:45]=[C:44]([C:46]([F:47])([F:48])[F:49])[C:43]([CH3:50])=[CH:42][C:15]1=2. Given the reactants [OH-].[Na+].C[O:4][C:5](=[O:52])[C:6]1[CH:11]=[C:10]([CH2:12][N:13]2[CH2:19][CH2:18][CH2:17][C@H:16]([N:20]([CH2:27][C:28]3[CH:33]=[C:32]([C:34]([F:37])([F:36])[F:35])[CH:31]=[C:30]([C:38]([F:41])([F:40])[F:39])[CH:29]=3)[C:21]3[N:22]=[N:23][N:24]([CH3:26])[N:25]=3)[C:15]3[CH:42]=[C:43]([CH3:50])[C:44]([C:46]([F:49])([F:48])[F:47])=[CH:45][C:14]2=3)[CH:9]=[CH:8][C:7]=1[F:51].Cl, predict the reaction product. (10) Given the reactants [O:1]([C:3]1[CH:4]=[C:5]([C:9]2[N:18]=[C:17]([C:19](O)=[O:20])[C:16]3[C:11](=[CH:12][CH:13]=[CH:14][CH:15]=3)[N:10]=2)[CH:6]=[CH:7][CH:8]=1)[CH3:2].Cl.[OH:23][C:24]1[C:33]([N:34]([CH3:36])[CH3:35])=[CH:32][CH:31]=[C:30]2[C:25]=1[CH2:26][CH2:27][NH:28][CH2:29]2, predict the reaction product. The product is: [O:1]([C:3]1[CH:4]=[C:5]([C:9]2[N:18]=[C:17]([C:19]([N:28]3[CH2:27][CH2:26][C:25]4[C:30](=[CH:31][CH:32]=[C:33]([N:34]([CH3:36])[CH3:35])[C:24]=4[OH:23])[CH2:29]3)=[O:20])[C:16]3[C:11](=[CH:12][CH:13]=[CH:14][CH:15]=3)[N:10]=2)[CH:6]=[CH:7][CH:8]=1)[CH3:2].